From a dataset of Peptide-MHC class II binding affinity with 134,281 pairs from IEDB. Regression. Given a peptide amino acid sequence and an MHC pseudo amino acid sequence, predict their binding affinity value. This is MHC class II binding data. (1) The peptide sequence is AAIVVAGATATIGLG. The MHC is DRB1_1101 with pseudo-sequence DRB1_1101. The binding affinity (normalized) is 0.0620. (2) The peptide sequence is TVATLYCVHQRIEIKD. The binding affinity (normalized) is 0.0847. The MHC is DRB1_0101 with pseudo-sequence DRB1_0101. (3) The peptide sequence is SVVVQDPKNVYQRGT. The MHC is DRB5_0101 with pseudo-sequence DRB5_0101. The binding affinity (normalized) is 0.476. (4) The peptide sequence is SQDLEQSWNLNGLQAY. The MHC is DRB1_0401 with pseudo-sequence DRB1_0401. The binding affinity (normalized) is 0.634. (5) The peptide sequence is DDIKATYDKGILTVSVAVSE. The MHC is DRB1_0101 with pseudo-sequence DRB1_0101. The binding affinity (normalized) is 0.